This data is from Forward reaction prediction with 1.9M reactions from USPTO patents (1976-2016). The task is: Predict the product of the given reaction. (1) Given the reactants [Cl:1][C:2]1[C:7]([Cl:8])=[CH:6][C:5]([NH2:9])=[C:4]([NH2:10])[CH:3]=1.C([O:15][C:16](=O)[CH2:17][C:18]([C:20]1[CH:25]=[CH:24][CH:23]=[C:22]([C:26]2[CH:31]=[CH:30][N:29]=[C:28]([CH2:32][CH:33]([CH3:35])[CH3:34])[CH:27]=2)[CH:21]=1)=O)(C)(C)C, predict the reaction product. The product is: [Cl:1][C:2]1[C:7]([Cl:8])=[CH:6][C:5]2[NH:9][C:16](=[O:15])[CH2:17][C:18]([C:20]3[CH:25]=[CH:24][CH:23]=[C:22]([C:26]4[CH:31]=[CH:30][N:29]=[C:28]([CH2:32][CH:33]([CH3:34])[CH3:35])[CH:27]=4)[CH:21]=3)=[N:10][C:4]=2[CH:3]=1. (2) Given the reactants [N:1]1([C:7]2[C:8]3[N:9]([CH:15]=[C:16]([C:18]4[CH:23]=[CH:22][N:21]=[CH:20][CH:19]=4)[N:17]=3)[N:10]=[C:11]([NH:13][NH2:14])[CH:12]=2)[CH2:6][CH2:5][O:4][CH2:3][CH2:2]1.[CH2:24]([C:26]1[CH:27]=[C:28]([CH:31]=[CH:32][CH:33]=1)[CH:29]=O)[CH3:25], predict the reaction product. The product is: [CH2:24]([C:26]1[CH:27]=[C:28]([CH:31]=[CH:32][CH:33]=1)[CH:29]=[N:14][NH:13][C:11]1[CH:12]=[C:7]([N:1]2[CH2:2][CH2:3][O:4][CH2:5][CH2:6]2)[C:8]2[N:9]([CH:15]=[C:16]([C:18]3[CH:23]=[CH:22][N:21]=[CH:20][CH:19]=3)[N:17]=2)[N:10]=1)[CH3:25].